This data is from Catalyst prediction with 721,799 reactions and 888 catalyst types from USPTO. The task is: Predict which catalyst facilitates the given reaction. Reactant: [O:1]=[C:2]1[C@H:6]([O:7][C:8](=[O:12])[CH:9]([CH3:11])[CH3:10])[C@@H:5]([O:13][C:14](=[O:18])[CH:15]([CH3:17])[CH3:16])[C:4](=O)[O:3]1.[NH2:20][OH:21]. Product: [OH:21][N:20]1[C:2](=[O:1])[C@H:6]([O:7][C:8](=[O:12])[CH:9]([CH3:11])[CH3:10])[C@@H:5]([O:13][C:14](=[O:18])[CH:15]([CH3:17])[CH3:16])[C:4]1=[O:3]. The catalyst class is: 13.